This data is from Forward reaction prediction with 1.9M reactions from USPTO patents (1976-2016). The task is: Predict the product of the given reaction. Given the reactants [C:1]([O:5][C:6](=[O:15])[NH:7][CH2:8][CH:9]1[O:13][NH:12][C:11](=[O:14])[CH2:10]1)([CH3:4])([CH3:3])[CH3:2].Br[CH2:17][CH3:18], predict the reaction product. The product is: [C:1]([O:5][C:6](=[O:15])[NH:7][CH2:8][CH:9]1[O:13][N:12]([CH2:17][CH3:18])[C:11](=[O:14])[CH2:10]1)([CH3:4])([CH3:2])[CH3:3].